Dataset: Reaction yield outcomes from USPTO patents with 853,638 reactions. Task: Predict the reaction yield, written as a fraction of the theoretical maximum amount of product (1.0 means a 100% yield; for example, 0.34 means a 34% yield). The reactants are [C:1]([O:5][C:6]([N:8]1[CH2:11][CH:10]([O:12][C:13]2[CH:18]=[C:17]([Cl:19])[CH:16]=[CH:15][C:14]=2[OH:20])[CH2:9]1)=[O:7])([CH3:4])([CH3:3])[CH3:2].[CH2:21]([O:23][C:24]([C:26]1[CH:30]=[C:29]([CH2:31]Br)[O:28][C:27]=1[C:33]([F:36])([F:35])[F:34])=[O:25])[CH3:22].C([O-])([O-])=O.[Cs+].[Cs+]. The catalyst is CN(C=O)C. The product is [C:1]([O:5][C:6]([N:8]1[CH2:9][CH:10]([O:12][C:13]2[CH:18]=[C:17]([Cl:19])[CH:16]=[CH:15][C:14]=2[O:20][CH2:31][C:29]2[O:28][C:27]([C:33]([F:35])([F:36])[F:34])=[C:26]([C:24]([O:23][CH2:21][CH3:22])=[O:25])[CH:30]=2)[CH2:11]1)=[O:7])([CH3:4])([CH3:2])[CH3:3]. The yield is 0.710.